This data is from Full USPTO retrosynthesis dataset with 1.9M reactions from patents (1976-2016). The task is: Predict the reactants needed to synthesize the given product. (1) Given the product [C:15]([O:19][C:20]([N:22]1[CH2:27][CH2:26][C@@H:25]([C:28]2[CH:33]=[CH:32][CH:31]=[CH:30][CH:29]=2)[C@H:24]([CH2:34][O:8][C:6]2[CH:5]=[CH:4][CH:3]=[C:2]([CH3:1])[N:7]=2)[CH2:23]1)=[O:21])([CH3:18])([CH3:16])[CH3:17], predict the reactants needed to synthesize it. The reactants are: [CH3:1][C:2]1[N:7]=[C:6]([OH:8])[CH:5]=[CH:4][CH:3]=1.C(=O)([O-])[O-].[Cs+].[Cs+].[C:15]([O:19][C:20]([N:22]1[CH2:27][CH2:26][C@@H:25]([C:28]2[CH:33]=[CH:32][CH:31]=[CH:30][CH:29]=2)[C@H:24]([CH2:34]OS(C)(=O)=O)[CH2:23]1)=[O:21])([CH3:18])([CH3:17])[CH3:16]. (2) Given the product [N:14]1[CH:9]=[CH:10][CH:11]=[CH:12][C:13]=1[C:15]([NH2:17])=[O:16], predict the reactants needed to synthesize it. The reactants are: C(OC(N[C:9]1[N:14]=[C:13]([C:15]([NH:17]CC2C=CC(NC(C3C=CC=CC=3C3C=CC(C(F)(F)F)=CC=3)=O)=CC=2)=[O:16])[CH:12]=[CH:11][CH:10]=1)=O)(C)(C)C.Cl.O1CCOCC1. (3) Given the product [C:29]([O:32][C:33]([N:7]1[CH2:6][CH2:5][N:4]([C:8]2[C:13]([O:14][CH3:15])=[C:12]3[C:11]([C:19](=[O:20])[C:18]([C:21]([OH:23])=[O:22])=[CH:17][N:16]3[CH:24]3[CH2:26][CH2:25]3)=[CH:10][C:9]=2[F:27])[CH2:3][CH:2]1[CH3:1])=[O:34])([CH3:31])([CH3:30])[CH3:28], predict the reactants needed to synthesize it. The reactants are: [CH3:1][CH:2]1[NH:7][CH2:6][CH2:5][N:4]([C:8]2[C:13]([O:14][CH3:15])=[C:12]3[N:16]([CH:24]4[CH2:26][CH2:25]4)[CH:17]=[C:18]([C:21]([OH:23])=[O:22])[C:19](=[O:20])[C:11]3=[CH:10][C:9]=2[F:27])[CH2:3]1.[CH3:28][C:29]([O:32][C:33](O[C:33]([O:32][C:29]([CH3:31])([CH3:30])[CH3:28])=[O:34])=[O:34])([CH3:31])[CH3:30].[OH-].[Na+]. (4) Given the product [CH:25]([C:2]1[CH:3]=[N:4][N:5]([CH3:17])[C:6]=1[C:7]1[CH:8]=[C:9]([C:13]([O:15][CH3:16])=[O:14])[S:10][C:11]=1[CH3:12])=[CH2:26], predict the reactants needed to synthesize it. The reactants are: Br[C:2]1[CH:3]=[N:4][N:5]([CH3:17])[C:6]=1[C:7]1[CH:8]=[C:9]([C:13]([O:15][CH3:16])=[O:14])[S:10][C:11]=1[CH3:12].C(=O)([O-])[O-].[K+].[K+].O1CCO[CH2:26][CH2:25]1. (5) Given the product [NH2:29][CH2:28][C:27]1[CH:30]=[CH:31][C:24]([C:23]#[N:20])=[CH:25][CH:26]=1, predict the reactants needed to synthesize it. The reactants are: C1(P(C2C=CC=CC=2)C2C=CC=CC=2)C=CC=CC=1.[N:20]([CH2:23][C:24]1[CH:31]=[CH:30][C:27]([C:28]#[N:29])=[CH:26][CH:25]=1)=[N+]=[N-].